Dataset: Full USPTO retrosynthesis dataset with 1.9M reactions from patents (1976-2016). Task: Predict the reactants needed to synthesize the given product. (1) Given the product [CH2:1]([O:3][C@@H:4]([CH2:8][C:9]1[CH:10]=[CH:11][C:12]([O:15][CH2:16][C:17]2[S:18][C:19]([C:23]3[CH:24]=[CH:25][C:26]([C:29]4[O:33][N:32]=[C:31]([CH3:34])[CH:30]=4)=[CH:27][CH:28]=3)=[CH:20][C:21]=2[CH3:22])=[CH:13][CH:14]=1)[C:5]([O-:7])=[O:6])[CH3:2].[K+:35], predict the reactants needed to synthesize it. The reactants are: [CH2:1]([O:3][C@@H:4]([CH2:8][C:9]1[CH:14]=[CH:13][C:12]([O:15][CH2:16][C:17]2[S:18][C:19]([C:23]3[CH:28]=[CH:27][C:26]([C:29]4[O:33][N:32]=[C:31]([CH3:34])[CH:30]=4)=[CH:25][CH:24]=3)=[CH:20][C:21]=2[CH3:22])=[CH:11][CH:10]=1)[C:5]([OH:7])=[O:6])[CH3:2].[K+:35].C(C(CCCC)C([O-])=O)C. (2) Given the product [CH:21]1([CH2:20][C@H:19]([NH:27][C:3]2[C:4](=[O:10])[C:5](=[O:9])[C:6]=2[O:7][CH3:8])[CH2:18][NH:17][C:16](=[O:38])[O:15][CH2:14][CH2:13][Si:12]([CH3:28])([CH3:11])[CH3:29])[CH2:22][CH2:23][CH2:24][CH2:25][CH2:26]1, predict the reactants needed to synthesize it. The reactants are: CO[C:3]1[C:4](=[O:10])[C:5](=[O:9])[C:6]=1[O:7][CH3:8].[CH3:11][Si:12]([CH3:29])([CH3:28])[CH2:13][CH2:14][O:15][CH2:16][NH:17][CH2:18][C@@H:19]([NH2:27])[CH2:20][CH:21]1[CH2:26][CH2:25][CH2:24][CH2:23][CH2:22]1.C(N(CC)CC)C.C[OH:38]. (3) The reactants are: [NH2:1][C:2]1[CH:6]=[C:5]([OH:7])[NH:4][N:3]=1.[C:8]1(P(C2C=CC=CC=2)C2C=CC=CC=2)[CH:13]=CC=C[CH:9]=1.N(C(OC(C)C)=O)=NC(OC(C)C)=O.C(O)(C)C. Given the product [CH:8]([O:7][C:5]1[NH:4][N:3]=[C:2]([NH2:1])[CH:6]=1)([CH3:13])[CH3:9], predict the reactants needed to synthesize it.